Regression. Given a peptide amino acid sequence and an MHC pseudo amino acid sequence, predict their binding affinity value. This is MHC class II binding data. From a dataset of Peptide-MHC class II binding affinity with 134,281 pairs from IEDB. (1) The peptide sequence is VLMEWLKTRPILSPL. The MHC is HLA-DQA10501-DQB10201 with pseudo-sequence HLA-DQA10501-DQB10201. The binding affinity (normalized) is 0.397. (2) The peptide sequence is TFTVEKGSNEKHLAV. The MHC is HLA-DQA10201-DQB10202 with pseudo-sequence HLA-DQA10201-DQB10202. The binding affinity (normalized) is 0.